From a dataset of Forward reaction prediction with 1.9M reactions from USPTO patents (1976-2016). Predict the product of the given reaction. Given the reactants [Cl:1][C:2]1[CH:3]=[CH:4][C:5]2[O:10][CH:9]([C:11]([N:13]3[CH2:18][CH2:17][N:16]([CH2:19][C:20]4[CH:25]=[CH:24][C:23]([F:26])=[CH:22][CH:21]=4)[CH2:15][CH2:14]3)=[O:12])[CH2:8][NH:7][C:6]=2[CH:27]=1.[C:28](Cl)(=[O:30])[CH3:29].C(N(CC)CC)C, predict the reaction product. The product is: [Cl:1][C:2]1[CH:3]=[CH:4][C:5]2[O:10][CH:9]([C:11]([N:13]3[CH2:14][CH2:15][N:16]([CH2:19][C:20]4[CH:25]=[CH:24][C:23]([F:26])=[CH:22][CH:21]=4)[CH2:17][CH2:18]3)=[O:12])[CH2:8][N:7]([C:28](=[O:30])[CH3:29])[C:6]=2[CH:27]=1.